Dataset: Reaction yield outcomes from USPTO patents with 853,638 reactions. Task: Predict the reaction yield, written as a fraction of the theoretical maximum amount of product (1.0 means a 100% yield; for example, 0.34 means a 34% yield). (1) The reactants are [NH:1]1[CH2:6][CH2:5][O:4][CH2:3][CH2:2]1.Cl.N1(CC2C=CC(/C=C/C#[C:24][C:25]3[CH:33]=[CH:32][C:28]([C:29](O)=[O:30])=[CH:27][CH:26]=3)=CC=2)CCOCC1.[BH3-]C#N.[Na+].COC(=O)[C@@H](NC(C1C=CC=CC=1)(C1C=CC=CC=1)C1C=CC=CC=1)[C@H](N)C. The yield is 0.480. The catalyst is ClCCl.CCCCCCCC[N+](CCCCCCCC)(CCCCCCCC)C.[Cl-]. The product is [N:1]1([CH2:24][C:25]2[CH:33]=[CH:32][C:28]([CH:29]=[O:30])=[CH:27][CH:26]=2)[CH2:6][CH2:5][O:4][CH2:3][CH2:2]1. (2) The reactants are Cl.[Cl:2][C:3]1[CH:21]=[CH:20][C:6]([CH:7]([O:15][CH:16]2[CH2:19][NH:18][CH2:17]2)[C:8]2[CH:13]=[CH:12][C:11]([Cl:14])=[CH:10][CH:9]=2)=[CH:5][CH:4]=1.[C:22]1([N:28]=[C:29]=[O:30])[CH:27]=[CH:26][CH:25]=[CH:24][CH:23]=1.C(N(CC)CC)C. The catalyst is ClCCl. The product is [Cl:2][C:3]1[CH:21]=[CH:20][C:6]([CH:7]([O:15][CH:16]2[CH2:19][N:18]([C:29]([NH:28][C:22]3[CH:27]=[CH:26][CH:25]=[CH:24][CH:23]=3)=[O:30])[CH2:17]2)[C:8]2[CH:9]=[CH:10][C:11]([Cl:14])=[CH:12][CH:13]=2)=[CH:5][CH:4]=1. The yield is 0.580. (3) The catalyst is CS(C)=O.CCOC(C)=O.[Cu]I. The reactants are Br[C:2]1[CH:23]=[C:22]2[C:5]([CH2:6][C:7]3([C:15]42[N:19]=[C:18]([NH2:20])[C:17]([CH3:21])=[N:16]4)[CH2:12][CH2:11][C:10]([F:14])([F:13])[CH2:9][CH2:8]3)=[CH:4][CH:3]=1.O[C@H]1C[NH:28][C@H](C(O)=O)C1.C([O-])([O-])=O.[K+].[K+].N. The product is [F:14][C:10]1([F:13])[CH2:9][CH2:8][C:7]2([C:15]3([N:19]=[C:18]([NH2:20])[C:17]([CH3:21])=[N:16]3)[C:22]3[C:5](=[CH:4][CH:3]=[C:2]([NH2:28])[CH:23]=3)[CH2:6]2)[CH2:12][CH2:11]1. The yield is 0.480. (4) The reactants are [CH3:1][O:2][C:3](=[O:21])[C:4]1[CH:9]=[CH:8][CH:7]=[C:6]([O:10][C:11]2[CH:16]=[CH:15][C:14]([Cl:17])=[CH:13][C:12]=2[N+:18]([O-])=O)[CH:5]=1.Cl[Sn]Cl. No catalyst specified. The product is [CH3:1][O:2][C:3](=[O:21])[C:4]1[CH:9]=[CH:8][CH:7]=[C:6]([O:10][C:11]2[CH:16]=[CH:15][C:14]([Cl:17])=[CH:13][C:12]=2[NH2:18])[CH:5]=1. The yield is 0.950. (5) The yield is 0.287. The reactants are [CH:1]1(B(O)O)[CH2:3][CH2:2]1.Br[C:8]1[CH:13]=[CH:12][C:11](I)=[CH:10][C:9]=1[O:15][CH3:16].C(=O)([O-])[O-].[K+].[K+].C1(P(C2CCCCC2)C2C=CC=CC=2C2C(C(C)C)=CC(C(C)C)=CC=2C(C)C)CCCCC1.[B:66]1([B:66]2[O:70][C:69]([CH3:72])([CH3:71])[C:68]([CH3:74])([CH3:73])[O:67]2)[O:70][C:69]([CH3:72])([CH3:71])[C:68]([CH3:74])([CH3:73])[O:67]1.P([O-])([O-])([O-])=O.[K+].[K+].[K+]. The catalyst is O1CCOCC1.CCCCCCC.C1C=CC(P(C2C=CC=CC=2)[C-]2C=CC=C2)=CC=1.C1C=CC(P(C2C=CC=CC=2)[C-]2C=CC=C2)=CC=1.Cl[Pd]Cl.[Fe+2].C(Cl)Cl.C1C=CC(/C=C/C(/C=C/C2C=CC=CC=2)=O)=CC=1.C1C=CC(/C=C/C(/C=C/C2C=CC=CC=2)=O)=CC=1.C1C=CC(/C=C/C(/C=C/C2C=CC=CC=2)=O)=CC=1.[Pd].[Pd]. The product is [CH:1]1([C:11]2[CH:12]=[CH:13][C:8]([B:66]3[O:67][C:68]([CH3:73])([CH3:74])[C:69]([CH3:71])([CH3:72])[O:70]3)=[C:9]([O:15][CH3:16])[CH:10]=2)[CH2:3][CH2:2]1. (6) The reactants are Cl[C:2]1[C:7]([Cl:8])=[CH:6][N:5]=[C:4]([NH2:9])[C:3]=1[N+:10]([O-:12])=[O:11].[Si:13]([O:20][C@@H:21]1[C@H:25]([CH2:26][O:27][Si:28]([C:31]([CH3:34])([CH3:33])[CH3:32])([CH3:30])[CH3:29])[CH2:24][C@@H:23]([NH2:35])[CH2:22]1)([C:16]([CH3:19])([CH3:18])[CH3:17])([CH3:15])[CH3:14].CCN(C(C)C)C(C)C. The catalyst is C(O)C. The product is [Si:13]([O:20][C@@H:21]1[C@H:25]([CH2:26][O:27][Si:28]([C:31]([CH3:34])([CH3:33])[CH3:32])([CH3:29])[CH3:30])[CH2:24][C@@H:23]([NH:35][C:2]2[C:7]([Cl:8])=[CH:6][N:5]=[C:4]([NH2:9])[C:3]=2[N+:10]([O-:12])=[O:11])[CH2:22]1)([C:16]([CH3:19])([CH3:18])[CH3:17])([CH3:15])[CH3:14]. The yield is 0.820. (7) The reactants are [CH3:1][C:2]1[O:6][N:5]=[C:4]([C:7]2[CH:21]=[CH:20][C:10]([CH2:11][NH:12][C:13](=[O:19])[O:14][C:15]([CH3:18])([CH3:17])[CH3:16])=[C:9]([N+:22]([O-])=O)[CH:8]=2)[N:3]=1.[Sn](Cl)Cl.C(=O)(O)[O-].[Na+]. The catalyst is C(O)C. The product is [NH2:22][C:9]1[CH:8]=[C:7]([C:4]2[N:3]=[C:2]([CH3:1])[O:6][N:5]=2)[CH:21]=[CH:20][C:10]=1[CH2:11][NH:12][C:13](=[O:19])[O:14][C:15]([CH3:18])([CH3:17])[CH3:16]. The yield is 0.830. (8) The reactants are Cl.Cl.Cl.[Cl:4][C:5]1[C:10]([Cl:11])=[CH:9][CH:8]=[CH:7][C:6]=1[N:12]1[CH2:17][CH2:16][N:15]([CH2:18][CH2:19][C@H:20]2[CH2:25][CH2:24][C@H:23]([NH2:26])[CH2:22][CH2:21]2)[CH2:14][CH2:13]1.C(N(CC)CC)C.[CH3:34][N:35]([CH3:39])[C:36](Cl)=[O:37]. The catalyst is ClCCl. The product is [Cl:4][C:5]1[C:10]([Cl:11])=[CH:9][CH:8]=[CH:7][C:6]=1[N:12]1[CH2:17][CH2:16][N:15]([CH2:18][CH2:19][C@H:20]2[CH2:25][CH2:24][C@H:23]([NH:26][C:36]([N:35]([CH3:39])[CH3:34])=[O:37])[CH2:22][CH2:21]2)[CH2:14][CH2:13]1. The yield is 0.650. (9) The reactants are [CH2:1]([O:3][C:4](=[O:25])[C@:5](O)([CH3:23])[C@@H:6]([C@H:16]1[CH2:20][O:19][C:18]([CH3:22])([CH3:21])[O:17]1)[O:7][C:8](=[O:15])[C:9]1[CH:14]=[CH:13][CH:12]=[CH:11][CH:10]=1)[CH3:2].CCN(S(F)(F)[F:32])CC.C([O-])(O)=O.[Na+]. The yield is 0.680. The product is [CH2:1]([O:3][C:4](=[O:25])[C@@:5]([F:32])([CH3:23])[C@@H:6]([C@H:16]1[CH2:20][O:19][C:18]([CH3:22])([CH3:21])[O:17]1)[O:7][C:8](=[O:15])[C:9]1[CH:14]=[CH:13][CH:12]=[CH:11][CH:10]=1)[CH3:2]. The catalyst is C1COCC1.